This data is from Full USPTO retrosynthesis dataset with 1.9M reactions from patents (1976-2016). The task is: Predict the reactants needed to synthesize the given product. (1) The reactants are: Cl[C:2]1[N:7]=[C:6]([Cl:8])[N:5]=[C:4]([O:9][CH2:10][C:11]([F:14])([F:13])[F:12])[N:3]=1.[NH2:15][C:16]1[CH:28]=[CH:27][C:19]([C:20]([O:22][C:23]([CH3:26])([CH3:25])[CH3:24])=[O:21])=[CH:18][CH:17]=1. Given the product [Cl:8][C:6]1[N:5]=[C:4]([O:9][CH2:10][C:11]([F:14])([F:13])[F:12])[N:3]=[C:2]([NH:15][C:16]2[CH:28]=[CH:27][C:19]([C:20]([O:22][C:23]([CH3:24])([CH3:25])[CH3:26])=[O:21])=[CH:18][CH:17]=2)[N:7]=1, predict the reactants needed to synthesize it. (2) Given the product [C:17]([O:16][C:14]([N:11]1[CH2:10][CH2:9][N:8]([C:6]2[CH:5]=[CH:4][C:3]([C:21]([OH:23])=[O:22])=[C:2]([F:1])[N:7]=2)[CH2:13][CH2:12]1)=[O:15])([CH3:20])([CH3:18])[CH3:19], predict the reactants needed to synthesize it. The reactants are: [F:1][C:2]1[N:7]=[C:6]([N:8]2[CH2:13][CH2:12][N:11]([C:14]([O:16][C:17]([CH3:20])([CH3:19])[CH3:18])=[O:15])[CH2:10][CH2:9]2)[CH:5]=[CH:4][C:3]=1[C:21]([O:23]C)=[O:22].[OH-].[Na+]. (3) The reactants are: [O-]CC.[Na+].Cl.[CH:6]([NH2:8])=[NH:7].C(O[C:12](=[O:24])[CH:13]([C:22]#[N:23])[CH2:14][CH:15]([O:19][CH2:20][CH3:21])[O:16][CH2:17][CH3:18])C. Given the product [NH2:23][C:22]1[N:7]=[CH:6][NH:8][C:12](=[O:24])[C:13]=1[CH2:14][CH:15]([O:19][CH2:20][CH3:21])[O:16][CH2:17][CH3:18], predict the reactants needed to synthesize it. (4) Given the product [OH:2][CH2:1][C:3]1[CH:4]=[CH:5][C:6]([O:18][CH3:19])=[C:7]([CH:17]=1)[CH2:8][NH:9][C:10](=[O:16])[O:11][C:12]([CH3:15])([CH3:14])[CH3:13], predict the reactants needed to synthesize it. The reactants are: [CH:1]([C:3]1[CH:4]=[CH:5][C:6]([O:18][CH3:19])=[C:7]([CH:17]=1)[CH2:8][NH:9][C:10](=[O:16])[O:11][C:12]([CH3:15])([CH3:14])[CH3:13])=[O:2].[BH4-].[Na+].O. (5) Given the product [NH2:1][C:2]1[CH:3]2[C:10]([C:11]3[CH:12]=[CH:13][C:14]([CH3:17])=[CH:15][CH:16]=3)=[N:9][N:8]([CH2:18][CH2:19][CH2:20][CH2:21][OH:22])[CH:4]2[N:5]=[CH:6][N:7]=1, predict the reactants needed to synthesize it. The reactants are: [NH2:1][C:2]1[CH:3]2[C:10]([C:11]3[CH:16]=[CH:15][C:14]([CH3:17])=[CH:13][CH:12]=3)=[N:9][N:8]([CH2:18][CH2:19][CH2:20][CH2:21][O:22]C(=O)C)[CH:4]2[N:5]=[CH:6][N:7]=1. (6) Given the product [OH:1][C:2]1[CH:3]=[C:4]([CH:30]=[CH:31][CH:32]=1)[O:5][CH:6]1[CH2:9][N:8]([C:10]([CH3:29])([CH3:28])[CH2:11][CH2:12][C:13]([C:22]2[CH:23]=[CH:24][CH:25]=[CH:26][CH:27]=2)([C:16]2[CH:21]=[CH:20][CH:19]=[CH:18][CH:17]=2)[C:14]([NH2:15])=[O:38])[CH2:7]1, predict the reactants needed to synthesize it. The reactants are: [OH:1][C:2]1[CH:3]=[C:4]([CH:30]=[CH:31][CH:32]=1)[O:5][CH:6]1[CH2:9][N:8]([C:10]([CH3:29])([CH3:28])[CH2:11][CH2:12][C:13]([C:22]2[CH:27]=[CH:26][CH:25]=[CH:24][CH:23]=2)([C:16]2[CH:21]=[CH:20][CH:19]=[CH:18][CH:17]=2)[C:14]#[N:15])[CH2:7]1.C([OH:38])(CC)(C)C.[OH-].[K+]. (7) The reactants are: [F:1][C@H:2]([C:5]1[CH:10]=[CH:9][CH:8]=[C:7]([Br:11])[CH:6]=1)[CH2:3][OH:4].[C:12]1([CH3:22])[CH:17]=[CH:16][C:15]([S:18](Cl)(=[O:20])=[O:19])=[CH:14][CH:13]=1.N1C=CC=CC=1. Given the product [Br:11][C:7]1[CH:6]=[C:5]([C@H:2]([F:1])[CH2:3][O:4][S:18]([C:15]2[CH:16]=[CH:17][C:12]([CH3:22])=[CH:13][CH:14]=2)(=[O:20])=[O:19])[CH:10]=[CH:9][CH:8]=1, predict the reactants needed to synthesize it. (8) Given the product [Si:16]([O:15][C@H:12]1[CH2:13][CH2:14][N:10]([CH2:9][C@H:8]([C:4]2[CH:3]=[C:2]([CH:7]=[CH:6][CH:5]=2)[C:25]#[N:26])[NH:23][CH3:24])[CH2:11]1)([C:19]([CH3:22])([CH3:21])[CH3:20])([CH3:18])[CH3:17], predict the reactants needed to synthesize it. The reactants are: Br[C:2]1[CH:3]=[C:4]([C@H:8]([NH:23][CH3:24])[CH2:9][N:10]2[CH2:14][CH2:13][C@H:12]([O:15][Si:16]([C:19]([CH3:22])([CH3:21])[CH3:20])([CH3:18])[CH3:17])[CH2:11]2)[CH:5]=[CH:6][CH:7]=1.[CH3:25][N:26](C)C=O. (9) Given the product [F:35][C:36]([F:55])([F:54])[S:37]([O:18][C:15]1[CH2:14][CH2:13][N:12]([C:3]2[C:4]([F:11])=[CH:5][C:6]([N+:8]([O-:10])=[O:9])=[CH:7][C:2]=2[F:1])[CH2:17][CH:16]=1)(=[O:39])=[O:38], predict the reactants needed to synthesize it. The reactants are: [F:1][C:2]1[CH:7]=[C:6]([N+:8]([O-:10])=[O:9])[CH:5]=[C:4]([F:11])[C:3]=1[N:12]1[CH2:17][CH2:16][C:15](=[O:18])[CH2:14][CH2:13]1.C([Si]([N-][Si](CC)(CC)CC)(CC)CC)C.[Li+].[F:35][C:36]([F:55])([F:54])[S:37](N(C1C=CC=CC=1)[S:37]([C:36]([F:55])([F:54])[F:35])(=[O:39])=[O:38])(=[O:39])=[O:38]. (10) Given the product [F:9][C:4]1[CH:3]=[C:2]([C:22]2([OH:25])[CH2:23][CH2:24][N:20]([C:13]([O:15][C:16]([CH3:18])([CH3:17])[CH3:19])=[O:14])[CH2:21]2)[CH:7]=[CH:6][C:5]=1[F:8], predict the reactants needed to synthesize it. The reactants are: Br[C:2]1[CH:7]=[CH:6][C:5]([F:8])=[C:4]([F:9])[CH:3]=1.[Mg].II.[C:13]([N:20]1[CH2:24][CH2:23][C:22](=[O:25])[CH2:21]1)([O:15][C:16]([CH3:19])([CH3:18])[CH3:17])=[O:14].